This data is from Full USPTO retrosynthesis dataset with 1.9M reactions from patents (1976-2016). The task is: Predict the reactants needed to synthesize the given product. (1) The reactants are: [CH3:1][O:2][CH2:3][C:4]([NH:6][C:7]1[CH:12]=[C:11]([CH2:13][O:14][C:15]2[CH:16]=[CH:17][C:18]([N+:25]([O-])=O)=[C:19]3[C:24]=2[N:23]=[CH:22][CH:21]=[CH:20]3)[CH:10]=[CH:9][N:8]=1)=[O:5]. Given the product [NH2:25][C:18]1[CH:17]=[CH:16][C:15]([O:14][CH2:13][C:11]2[CH:10]=[CH:9][N:8]=[C:7]([NH:6][C:4](=[O:5])[CH2:3][O:2][CH3:1])[CH:12]=2)=[C:24]2[C:19]=1[CH:20]=[CH:21][CH:22]=[N:23]2, predict the reactants needed to synthesize it. (2) Given the product [F:1][C:2]1[CH:3]=[CH:4][C:5]2[N:9]=[C:8]([C:10]([N:24]([CH2:23][CH:22]([CH3:46])[CH3:21])[C@H:25]3[CH2:30][C@@H:29]([C:31]([N:33]4[CH2:38][CH2:37][O:36][CH2:35][CH2:34]4)=[O:32])[CH2:28][N:27]([C:39]([O:41][C:42]([CH3:44])([CH3:43])[CH3:45])=[O:40])[CH2:26]3)=[O:48])[N:7]([CH2:14][CH2:15][CH2:16][CH2:17][O:18][CH3:19])[C:6]=2[CH:20]=1, predict the reactants needed to synthesize it. The reactants are: [F:1][C:2]1[CH:3]=[CH:4][C:5]2[N:9]=[C:8]([C:10](Cl)(Cl)Cl)[N:7]([CH2:14][CH2:15][CH2:16][CH2:17][O:18][CH3:19])[C:6]=2[CH:20]=1.[CH3:21][CH:22]([CH3:46])[CH2:23][NH:24][C@H:25]1[CH2:30][C@@H:29]([C:31]([N:33]2[CH2:38][CH2:37][O:36][CH2:35][CH2:34]2)=[O:32])[CH2:28][N:27]([C:39]([O:41][C:42]([CH3:45])([CH3:44])[CH3:43])=[O:40])[CH2:26]1.C(=O)([O-])[O-:48].[K+].[K+]. (3) Given the product [C:7]([C:6]1[CH:9]=[C:2]([N:30]2[CH2:31][CH2:32][O:28][C:29]2=[O:33])[CH:3]=[CH:4][C:5]=1[C:10]([N:12]1[CH2:17][CH2:16][N:15]([C:18]2[C:23]([CH3:24])=[CH:22][C:21]([CH:25]3[CH2:27][CH2:26]3)=[CH:20][N:19]=2)[CH2:14][CH2:13]1)=[O:11])#[N:8], predict the reactants needed to synthesize it. The reactants are: Br[C:2]1[CH:3]=[CH:4][C:5]([C:10]([N:12]2[CH2:17][CH2:16][N:15]([C:18]3[C:23]([CH3:24])=[CH:22][C:21]([CH:25]4[CH2:27][CH2:26]4)=[CH:20][N:19]=3)[CH2:14][CH2:13]2)=[O:11])=[C:6]([CH:9]=1)[C:7]#[N:8].[O:28]1[CH2:32][CH:31]=[N:30][C:29]1=[O:33]. (4) Given the product [C:22]1([CH:18]([C:12]2[CH:13]=[CH:14][CH:15]=[CH:16][CH:17]=2)[CH2:19][CH2:20][NH:21][C:7](=[O:9])[C:6]2[CH:10]=[CH:11][C:3]([OH:28])=[N:4][CH:5]=2)[CH:23]=[CH:24][CH:25]=[CH:26][CH:27]=1, predict the reactants needed to synthesize it. The reactants are: ON[C:3]1[CH:11]=[CH:10][C:6]([C:7]([OH:9])=O)=[CH:5][N:4]=1.[C:12]1([CH:18]([C:22]2[CH:27]=[CH:26][CH:25]=[CH:24][CH:23]=2)[CH2:19][CH2:20][NH2:21])[CH:17]=[CH:16][CH:15]=[CH:14][CH:13]=1.[OH:28]N1C2C=CC=CC=2N=N1.Cl.C(N=C=NCCCN(C)C)C.C(N(C(C)C)CC)(C)C. (5) Given the product [CH3:1][O:2][C:3](=[O:14])[CH:4]([C:7]1[CH:8]=[CH:9][C:10]([CH2:16][Br:15])=[CH:11][CH:12]=1)[CH3:6], predict the reactants needed to synthesize it. The reactants are: [CH3:1][O:2][C:3](=[O:14])[C:4]([C:7]1[CH:12]=[CH:11][CH:10]=[C:9](Br)[CH:8]=1)([CH3:6])C.[Br:15][C:16]1C=C(CC(O)=O)C=CC=1. (6) Given the product [ClH:28].[NH2:23][C:21]1[C:20]([C:24]([NH2:26])=[O:25])=[CH:19][C:12]2[C:13]3[C:18](=[CH:17][CH:16]=[CH:15][CH:14]=3)[N:10]([CH2:9][CH2:8][NH2:7])[C:11]=2[N:22]=1, predict the reactants needed to synthesize it. The reactants are: C(OC(=O)[NH:7][CH2:8][CH2:9][N:10]1[C:18]2[C:13](=[CH:14][CH:15]=[CH:16][CH:17]=2)[C:12]2[CH:19]=[C:20]([C:24]([NH2:26])=[O:25])[C:21]([NH2:23])=[N:22][C:11]1=2)(C)(C)C.[ClH:28]. (7) Given the product [CH2:28]([N:27]([CH2:31][CH2:32][CH3:33])[C:25]([CH2:24][O:18][C:17](=[O:20])[CH2:16][CH2:12][NH:11][C:9]([O:8][CH2:1][C:2]1[CH:3]=[CH:4][CH:5]=[CH:6][CH:7]=1)=[O:10])=[O:26])[CH2:29][CH3:30], predict the reactants needed to synthesize it. The reactants are: [CH2:1]([O:8][C:9]([NH:11][CH:12]([CH3:16])C(O)=O)=[O:10])[C:2]1[CH:7]=[CH:6][CH:5]=[CH:4][CH:3]=1.[C:17](=[O:20])([O-])[O-:18].[K+].[K+].Cl[CH2:24][C:25]([N:27]([CH2:31][CH2:32][CH3:33])[CH2:28][CH2:29][CH3:30])=[O:26]. (8) Given the product [NH:23]1[C:24]2[CH:30]=[CH:29][CH:28]=[CH:27][C:25]=2[N:26]=[C:22]1[CH:19]1[CH2:20][CH2:21][N:16]([C:7]([C:4]2[CH:3]=[CH:2][C:1]([C:10]3[CH:15]=[CH:14][CH:13]=[CH:12][CH:11]=3)=[CH:6][CH:5]=2)=[O:9])[CH2:17][CH2:18]1, predict the reactants needed to synthesize it. The reactants are: [C:1]1([C:10]2[CH:15]=[CH:14][CH:13]=[CH:12][CH:11]=2)[CH:6]=[CH:5][C:4]([C:7]([OH:9])=O)=[CH:3][CH:2]=1.[NH:16]1[CH2:21][CH2:20][CH:19]([C:22]2[NH:26][C:25]3[CH:27]=[CH:28][CH:29]=[CH:30][C:24]=3[N:23]=2)[CH2:18][CH2:17]1.Cl.CN(C)CCCN=C=NCC.